From a dataset of Reaction yield outcomes from USPTO patents with 853,638 reactions. Predict the reaction yield, written as a fraction of the theoretical maximum amount of product (1.0 means a 100% yield; for example, 0.34 means a 34% yield). (1) The product is [C:1]([N:8]1[CH2:16][CH2:15][CH:11]([CH2:12][OH:13])[CH2:10][CH2:9]1)([O:3][C:4]([CH3:7])([CH3:6])[CH3:5])=[O:2]. The yield is 0.850. The catalyst is C1COCC1. The reactants are [C:1]([N:8]1[CH2:16][CH2:15][CH:11]([C:12](O)=[O:13])[CH2:10][CH2:9]1)([O:3][C:4]([CH3:7])([CH3:6])[CH3:5])=[O:2].B.C1COCC1. (2) The reactants are [F:1][C:2]1[CH:3]=[C:4]([C:10](=[O:16])[CH2:11][CH2:12][C:13](=[O:15])[CH3:14])[CH:5]=[CH:6][C:7]=1SC.O[O:18][S:19]([O-:21])=O.[K+].[CH3:23]O. The catalyst is O. The product is [F:1][C:2]1[CH:3]=[C:4]([C:10](=[O:16])[CH2:11][CH2:12][C:13](=[O:15])[CH3:14])[CH:5]=[CH:6][C:7]=1[S:19]([CH3:23])(=[O:21])=[O:18]. The yield is 0.660. (3) The reactants are C([O:3][C:4]([C:6]1([C:9]2[CH:14]=[CH:13][C:12]([C:15]3[CH:20]=[CH:19][C:18]([C:21]4[S:22][C:23]([F:39])=[CH:24][C:25]=4[NH:26][C:27]([O:29][C@@H:30]([C:32]4[CH:37]=[CH:36][CH:35]=[CH:34][C:33]=4[CH3:38])[CH3:31])=[O:28])=[CH:17][C:16]=3[O:40][CH3:41])=[CH:11][CH:10]=2)[CH2:8][CH2:7]1)=[O:5])C.O1CCCC1.[OH-].[Na+].Cl. The catalyst is C(O)(C)C. The product is [F:39][C:23]1[S:22][C:21]([C:18]2[CH:19]=[CH:20][C:15]([C:12]3[CH:13]=[CH:14][C:9]([C:6]4([C:4]([OH:5])=[O:3])[CH2:7][CH2:8]4)=[CH:10][CH:11]=3)=[C:16]([O:40][CH3:41])[CH:17]=2)=[C:25]([NH:26][C:27]([O:29][C@@H:30]([C:32]2[CH:37]=[CH:36][CH:35]=[CH:34][C:33]=2[CH3:38])[CH3:31])=[O:28])[CH:24]=1. The yield is 0.600.